From a dataset of Forward reaction prediction with 1.9M reactions from USPTO patents (1976-2016). Predict the product of the given reaction. (1) Given the reactants C([C:3]1[C:4](=[O:33])[N:5]([CH2:25][CH2:26][C:27]2[CH:32]=[CH:31][CH:30]=[CH:29][CH:28]=2)[C:6]([C:10]2[CH:15]=[CH:14][CH:13]=[C:12]([F:16])[C:11]=2[O:17]CC2C=CC=CC=2)=[N:7][C:8]=1C)=C.B1C2CCCC1CCC2.[OH-].[Na+].OO.[CH2:47]1[CH2:51][O:50][CH2:49][CH2:48]1, predict the reaction product. The product is: [F:16][C:12]1[C:11]([OH:17])=[C:10]([C:6]2[N:5]([CH2:25][CH2:26][C:27]3[CH:28]=[CH:29][CH:30]=[CH:31][CH:32]=3)[C:4](=[O:33])[C:48]([CH2:47][CH2:51][O:50][CH3:49])=[C:8]([CH3:3])[N:7]=2)[CH:15]=[CH:14][CH:13]=1. (2) Given the reactants Br[C:2]1[CH:3]=[C:4]2[C:9](=[CH:10][CH:11]=1)[N:8]=[C:7]([C:12]1[CH:17]=[CH:16][CH:15]=[C:14]([C:18]([F:21])([F:20])[F:19])[CH:13]=1)[C:6]([CH3:22])=[C:5]2[C:23]([O:25][CH3:26])=[O:24].[CH3:27][S:28]([O-:30])=[O:29].[Na+].IC, predict the reaction product. The product is: [CH3:22][C:6]1[C:7]([C:12]2[CH:17]=[CH:16][CH:15]=[C:14]([C:18]([F:21])([F:20])[F:19])[CH:13]=2)=[N:8][C:9]2[C:4]([C:5]=1[C:23]([O:25][CH3:26])=[O:24])=[CH:3][C:2]([S:28]([CH3:27])(=[O:30])=[O:29])=[CH:11][CH:10]=2. (3) Given the reactants [CH3:1][C:2]1([CH3:27])[CH2:7][CH2:6][CH:5]([C:8]2[S:26][C:11]3[N:12]=[C:13]([CH3:25])[N:14]=[C:15]([CH2:16][N:17]4[CH2:22][CH2:21][NH:20][CH2:19][C:18]4([CH3:24])[CH3:23])[C:10]=3[CH:9]=2)[CH2:4][CH2:3]1.[C:28](O)(=[O:31])[CH2:29][OH:30].CN(C(ON1N=NC2C=CC=NC1=2)=[N+](C)C)C.F[P-](F)(F)(F)(F)F.CCN(C(C)C)C(C)C.[NH4+].[Cl-], predict the reaction product. The product is: [CH3:1][C:2]1([CH3:27])[CH2:7][CH2:6][CH:5]([C:8]2[S:26][C:11]3[N:12]=[C:13]([CH3:25])[N:14]=[C:15]([CH2:16][N:17]4[CH2:22][CH2:21][N:20]([C:29](=[O:30])[CH2:28][OH:31])[CH2:19][C:18]4([CH3:23])[CH3:24])[C:10]=3[CH:9]=2)[CH2:4][CH2:3]1. (4) Given the reactants [CH:1]1([C:4]2[C:5]([N+:15]([O-:17])=[O:16])=[CH:6][C:7]([N+:12]([O-:14])=O)=[C:8]([CH:11]=2)[CH:9]=O)[CH2:3][CH2:2]1.[Br:18][C:19]1[CH:25]=[CH:24][C:22]([NH2:23])=[CH:21][CH:20]=1.[C-:26]#[N:27].[Na+].C(OC(=O)C)(=O)C, predict the reaction product. The product is: [Br:18][C:19]1[CH:25]=[CH:24][C:22]([N:23]2[C:9]([C:26]#[N:27])=[C:8]3[C:7]([CH:6]=[C:5]([N+:15]([O-:17])=[O:16])[C:4]([CH:1]4[CH2:2][CH2:3]4)=[CH:11]3)=[N+:12]2[O-:14])=[CH:21][CH:20]=1. (5) Given the reactants [CH:1]([C:4]1[CH:5]=[CH:6][C:7]([O:33][CH3:34])=[C:8]([C:10]2[C:19]([CH2:20][N:21]3C(=O)C4C(=CC=CC=4)C3=O)=[CH:18][C:17]3[C:12](=[C:13]([CH3:32])[CH:14]=[CH:15][CH:16]=3)[N:11]=2)[CH:9]=1)([CH3:3])[CH3:2].NN, predict the reaction product. The product is: [CH:1]([C:4]1[CH:5]=[CH:6][C:7]([O:33][CH3:34])=[C:8]([C:10]2[C:19]([CH2:20][NH2:21])=[CH:18][C:17]3[C:12](=[C:13]([CH3:32])[CH:14]=[CH:15][CH:16]=3)[N:11]=2)[CH:9]=1)([CH3:3])[CH3:2]. (6) The product is: [Br:1][C:2]1[CH:7]=[CH:6][C:5]([S:8]([C:11]2[CH:12]=[CH:13][C:14]([NH2:18])=[N:15][CH:16]=2)(=[O:10])=[O:9])=[CH:4][CH:3]=1. Given the reactants [Br:1][C:2]1[CH:7]=[CH:6][C:5]([S:8]([C:11]2[CH:12]=[CH:13][C:14](Cl)=[N:15][CH:16]=2)(=[O:10])=[O:9])=[CH:4][CH:3]=1.[NH4+:18].[OH-], predict the reaction product. (7) Given the reactants Cl[C:2]1[N:3]=[CH:4][C:5]2[N:11]([CH3:12])[C:10](=[O:13])[CH:9]([CH3:14])[CH2:8][N:7]([CH:15]3[CH2:20][CH2:19][CH2:18][CH2:17][CH2:16]3)[C:6]=2[N:21]=1.[CH3:22][O:23][C:24](=[O:34])[C:25]1[CH:30]=[CH:29][C:28]([NH2:31])=[C:27]([O:32][CH3:33])[CH:26]=1.O.C1(C)C=CC(S(O)(=O)=O)=CC=1, predict the reaction product. The product is: [CH3:22][O:23][C:24](=[O:34])[C:25]1[CH:30]=[CH:29][C:28]([NH:31][C:2]2[N:3]=[CH:4][C:5]3[N:11]([CH3:12])[C:10](=[O:13])[CH:9]([CH3:14])[CH2:8][N:7]([CH:15]4[CH2:20][CH2:19][CH2:18][CH2:17][CH2:16]4)[C:6]=3[N:21]=2)=[C:27]([O:32][CH3:33])[CH:26]=1. (8) Given the reactants [Cl:1][C:2]1[CH:24]=[C:23]([F:25])[CH:22]=[CH:21][C:3]=1[CH2:4][N:5]1[C:9]([CH2:10][CH2:11][C:12](OCC)=[O:13])=[CH:8][C:7]([O:17][CH:18]([CH3:20])[CH3:19])=[N:6]1.[H-].C([Al+]CC(C)C)C(C)C.CO.[C@H](O)(C([O-])=O)[C@@H](O)C([O-])=O.[Na+].[K+], predict the reaction product. The product is: [Cl:1][C:2]1[CH:24]=[C:23]([F:25])[CH:22]=[CH:21][C:3]=1[CH2:4][N:5]1[C:9]([CH2:10][CH2:11][CH2:12][OH:13])=[CH:8][C:7]([O:17][CH:18]([CH3:20])[CH3:19])=[N:6]1. (9) Given the reactants [NH2:1][C:2]1[C:3]([NH:12][CH2:13][C:14]2[CH:19]=[CH:18][C:17]([C:20]3[CH:25]=[CH:24][CH:23]=[CH:22][C:21]=3[C:26]#[N:27])=[CH:16][CH:15]=2)=[C:4]([CH:9]=[CH:10][CH:11]=1)[C:5]([O:7][CH3:8])=[O:6].C(N(CC)CC)C.[CH:35]1([C:38](Cl)=O)[CH2:37][CH2:36]1.O, predict the reaction product. The product is: [C:26]([C:21]1[CH:22]=[CH:23][CH:24]=[CH:25][C:20]=1[C:17]1[CH:18]=[CH:19][C:14]([CH2:13][N:12]2[C:3]3[C:4]([C:5]([O:7][CH3:8])=[O:6])=[CH:9][CH:10]=[CH:11][C:2]=3[N:1]=[C:38]2[CH:35]2[CH2:37][CH2:36]2)=[CH:15][CH:16]=1)#[N:27]. (10) Given the reactants [CH:1]([N:14]1[CH2:17][C:16]([CH3:19])(O)[CH2:15]1)([C:8]1[CH:13]=[CH:12][CH:11]=[CH:10][CH:9]=1)[C:2]1[CH:7]=[CH:6][CH:5]=[CH:4][CH:3]=1.CS([Cl:24])(=O)=O, predict the reaction product. The product is: [CH:1]([N:14]1[CH2:17][C:16]([Cl:24])([CH3:19])[CH2:15]1)([C:8]1[CH:13]=[CH:12][CH:11]=[CH:10][CH:9]=1)[C:2]1[CH:7]=[CH:6][CH:5]=[CH:4][CH:3]=1.